Dataset: Catalyst prediction with 721,799 reactions and 888 catalyst types from USPTO. Task: Predict which catalyst facilitates the given reaction. (1) Reactant: N(C(OC(C)C)=O)=NC(OC(C)C)=O.[F:15][C:16]1[C:24]([O:25][C:26]2[C:35]3[C:30](=[CH:31][C:32]([OH:38])=[C:33]([O:36][CH3:37])[CH:34]=3)[N:29]=[CH:28][N:27]=2)=[CH:23][CH:22]=[C:21]2[C:17]=1[CH:18]=[C:19]([CH3:39])[NH:20]2.C1(P(C2C=CC=CC=2)C2C=CC=CC=2)C=CC=CC=1.[C:59]([O:63][C:64]([N:66]1[CH2:71][CH2:70][CH:69]([CH2:72]O)[CH2:68][CH2:67]1)=[O:65])([CH3:62])([CH3:61])[CH3:60]. Product: [F:15][C:16]1[C:24]([O:25][C:26]2[C:35]3[C:30](=[CH:31][C:32]([O:38][CH2:72][CH:69]4[CH2:70][CH2:71][N:66]([C:64]([O:63][C:59]([CH3:60])([CH3:62])[CH3:61])=[O:65])[CH2:67][CH2:68]4)=[C:33]([O:36][CH3:37])[CH:34]=3)[N:29]=[CH:28][N:27]=2)=[CH:23][CH:22]=[C:21]2[C:17]=1[CH:18]=[C:19]([CH3:39])[NH:20]2. The catalyst class is: 2. (2) Reactant: CCN(C(C)C)C(C)C.[CH3:10][O:11][C:12]1[CH:13]=[CH:14][CH:15]=[C:16]2[C:21]=1[O:20][C:19](=[O:22])[C:18]([C:23]([OH:25])=O)=[CH:17]2.CN(C(ON1N=NC2C=CC=NC1=2)=[N+](C)C)C.F[P-](F)(F)(F)(F)F.[CH3:50][O:51][C:52]1[CH:57]=[CH:56][C:55]([O:58][CH3:59])=[CH:54][C:53]=1[C:60]1[CH:65]=[CH:64][CH:63]=[C:62]([NH2:66])[CH:61]=1. Product: [CH3:50][O:51][C:52]1[CH:57]=[CH:56][C:55]([O:58][CH3:59])=[CH:54][C:53]=1[C:60]1[CH:65]=[CH:64][CH:63]=[C:62]([NH:66][C:23]([C:18]2[C:19](=[O:22])[O:20][C:21]3[C:16]([CH:17]=2)=[CH:15][CH:14]=[CH:13][C:12]=3[O:11][CH3:10])=[O:25])[CH:61]=1. The catalyst class is: 3. (3) Reactant: [C:1]([O:5][C:6]([N:8]1[CH2:13][CH:12]=[C:11]([C:14]2[CH:19]=[CH:18][C:17]([NH:20]C(OCC3C=CC=CC=3)=O)=[CH:16][CH:15]=2)[CH2:10][CH2:9]1)=[O:7])([CH3:4])([CH3:3])[CH3:2]. Product: [C:1]([O:5][C:6]([N:8]1[CH2:9][CH:10]=[C:11]([C:14]2[CH:19]=[CH:18][C:17]([NH2:20])=[CH:16][CH:15]=2)[CH2:12][CH2:13]1)=[O:7])([CH3:4])([CH3:2])[CH3:3]. The catalyst class is: 562. (4) Reactant: Cl.Cl.[I:3][C:4]1[C:12]2[C:7](=[N:8][CH:9]=[N:10][C:11]=2[NH2:13])[N:6]([CH:14]2[CH2:19][CH2:18][NH:17][CH2:16][CH2:15]2)[N:5]=1.[CH3:20][N:21]([CH3:26])[CH2:22][C:23](O)=[O:24].ON1C2N=CC=CC=2N=N1.Cl.CN(C)CCCN=C=NCC.C(NC(C)C)C. Product: [NH2:13][C:11]1[N:10]=[CH:9][N:8]=[C:7]2[N:6]([CH:14]3[CH2:19][CH2:18][N:17]([C:23](=[O:24])[CH2:22][N:21]([CH3:26])[CH3:20])[CH2:16][CH2:15]3)[N:5]=[C:4]([I:3])[C:12]=12. The catalyst class is: 4. (5) Reactant: [Cl:1][C:2]1[CH:7]=[CH:6][C:5]([CH:8]([C:38]2[CH:43]=[CH:42][C:41]([Cl:44])=[CH:40][CH:39]=2)[C:9]2[CH:10]=[C:11]3[C:16](=[CH:17][CH:18]=2)[N:15]=[CH:14][N:13]=[C:12]3[NH:19][CH:20]2[CH2:25][CH2:24][N:23]([C:26]([C:28]3[CH:37]=[CH:36][C:31]([C:32]([O:34]C)=[O:33])=[CH:30][CH:29]=3)=[O:27])[CH2:22][CH2:21]2)=[CH:4][CH:3]=1.[OH-].[Na+].Cl. Product: [Cl:1][C:2]1[CH:7]=[CH:6][C:5]([CH:8]([C:38]2[CH:39]=[CH:40][C:41]([Cl:44])=[CH:42][CH:43]=2)[C:9]2[CH:10]=[C:11]3[C:16](=[CH:17][CH:18]=2)[N:15]=[CH:14][N:13]=[C:12]3[NH:19][CH:20]2[CH2:25][CH2:24][N:23]([C:26]([C:28]3[CH:37]=[CH:36][C:31]([C:32]([OH:34])=[O:33])=[CH:30][CH:29]=3)=[O:27])[CH2:22][CH2:21]2)=[CH:4][CH:3]=1. The catalyst class is: 5. (6) Reactant: [Cl:1][C:2]1[CH:7]=[C:6]([C:8]([O:10]C)=[O:9])[CH:5]=[C:4]([C:12]([F:15])([F:14])[F:13])[C:3]=1[CH2:16][CH:17]1[CH2:22][CH2:21][N:20]([C:23]([O:25][C:26]([CH3:29])([CH3:28])[CH3:27])=[O:24])[CH2:19][CH2:18]1. Product: [Cl:1][C:2]1[CH:7]=[C:6]([CH:5]=[C:4]([C:12]([F:15])([F:13])[F:14])[C:3]=1[CH2:16][CH:17]1[CH2:18][CH2:19][N:20]([C:23]([O:25][C:26]([CH3:27])([CH3:28])[CH3:29])=[O:24])[CH2:21][CH2:22]1)[C:8]([OH:10])=[O:9]. The catalyst class is: 5. (7) Reactant: C(N(CC)CC)C.[O:8]1[C:12]2[CH:13]=[CH:14][C:15]([CH2:17][NH:18][CH2:19][CH2:20][CH2:21][Br:22])=[CH:16][C:11]=2[O:10][CH2:9]1.[C:23](O[C:23]([O:25][C:26]([CH3:29])([CH3:28])[CH3:27])=[O:24])([O:25][C:26]([CH3:29])([CH3:28])[CH3:27])=[O:24]. Product: [C:26]([O:25][C:23](=[O:24])[N:18]([CH2:17][C:15]1[CH:14]=[CH:13][C:12]2[O:8][CH2:9][O:10][C:11]=2[CH:16]=1)[CH2:19][CH2:20][CH2:21][Br:22])([CH3:29])([CH3:28])[CH3:27]. The catalyst class is: 5.